From a dataset of Forward reaction prediction with 1.9M reactions from USPTO patents (1976-2016). Predict the product of the given reaction. (1) Given the reactants N#N.[Cl:3][C:4]1[CH:5]=[C:6]([C:10]2[C:19]3[C:14](=[CH:15][CH:16]=[C:17]([C:20]([C:28]4[CH:33]=[CH:32][C:31](I)=[CH:30][CH:29]=4)([C:22]4[N:26]([CH3:27])[CH:25]=[N:24][N:23]=4)[NH2:21])[CH:18]=3)[N:13]3[N:35]=[N:36][N:37]=[C:12]3[N:11]=2)[CH:7]=[CH:8][CH:9]=1.[CH3:38][N:39](C=O)C, predict the reaction product. The product is: [NH2:21][C:20]([C:17]1[CH:18]=[C:19]2[C:14](=[CH:15][CH:16]=1)[N:13]1[N:35]=[N:36][N:37]=[C:12]1[N:11]=[C:10]2[C:6]1[CH:7]=[CH:8][CH:9]=[C:4]([Cl:3])[CH:5]=1)([C:22]1[N:26]([CH3:27])[CH:25]=[N:24][N:23]=1)[C:28]1[CH:33]=[CH:32][C:31]([C:38]#[N:39])=[CH:30][CH:29]=1. (2) Given the reactants [Br:1][C:2]1[CH:9]=[CH:8][C:5]([CH:6]=O)=[CH:4][CH:3]=1.[N+:10]([CH2:13][CH2:14][CH2:15][C:16]([O:18]C)=O)([O-:12])=[O:11].C([O-])(=O)C.[NH4+:24], predict the reaction product. The product is: [Br:1][C:2]1[CH:9]=[CH:8][C:5]([C@@H:6]2[NH:24][C:16](=[O:18])[CH2:15][CH2:14][C@H:13]2[N+:10]([O-:12])=[O:11])=[CH:4][CH:3]=1. (3) Given the reactants [CH3:1][O:2][C:3]1[CH:25]=[CH:24][C:23]([C:26]2[CH:27]=[N:28][C:29]([CH3:32])=[CH:30][CH:31]=2)=[CH:22][C:4]=1[CH2:5][NH:6][CH:7]1[CH2:12][CH2:11][CH:10]([N:13]([CH3:21])[C:14](=[O:20])[O:15][C:16]([CH3:19])([CH3:18])[CH3:17])[CH2:9][CH2:8]1.[Cl:33][C:34]1[C:35]2[CH:45]=[CH:44][CH:43]=[CH:42][C:36]=2[S:37][C:38]=1[C:39](Cl)=[O:40], predict the reaction product. The product is: [Cl:33][C:34]1[C:35]2[CH:45]=[CH:44][CH:43]=[CH:42][C:36]=2[S:37][C:38]=1[C:39]([N:6]([CH2:5][C:4]1[CH:22]=[C:23]([C:26]2[CH:27]=[N:28][C:29]([CH3:32])=[CH:30][CH:31]=2)[CH:24]=[CH:25][C:3]=1[O:2][CH3:1])[CH:7]1[CH2:8][CH2:9][CH:10]([N:13]([CH3:21])[C:14](=[O:20])[O:15][C:16]([CH3:19])([CH3:18])[CH3:17])[CH2:11][CH2:12]1)=[O:40].